From a dataset of NCI-60 drug combinations with 297,098 pairs across 59 cell lines. Regression. Given two drug SMILES strings and cell line genomic features, predict the synergy score measuring deviation from expected non-interaction effect. (1) Drug 1: CC1C(C(CC(O1)OC2CC(CC3=C2C(=C4C(=C3O)C(=O)C5=C(C4=O)C(=CC=C5)OC)O)(C(=O)CO)O)N)O.Cl. Drug 2: CC(C)CN1C=NC2=C1C3=CC=CC=C3N=C2N. Cell line: SR. Synergy scores: CSS=21.7, Synergy_ZIP=-3.37, Synergy_Bliss=-2.77, Synergy_Loewe=-5.80, Synergy_HSA=-3.96. (2) Drug 1: CC=C1C(=O)NC(C(=O)OC2CC(=O)NC(C(=O)NC(CSSCCC=C2)C(=O)N1)C(C)C)C(C)C. Drug 2: CN(CC1=CN=C2C(=N1)C(=NC(=N2)N)N)C3=CC=C(C=C3)C(=O)NC(CCC(=O)O)C(=O)O. Cell line: SK-MEL-5. Synergy scores: CSS=23.4, Synergy_ZIP=-11.1, Synergy_Bliss=-7.54, Synergy_Loewe=-19.6, Synergy_HSA=-4.60.